This data is from Experimentally validated miRNA-target interactions with 360,000+ pairs, plus equal number of negative samples. The task is: Binary Classification. Given a miRNA mature sequence and a target amino acid sequence, predict their likelihood of interaction. (1) The miRNA is mmu-miR-6951-3p with sequence CUUUUUUCUUCACAAAUACAG. The protein sequence of the target gene is MEKEKGNDDGIPDQENSLDFSEHFNQLELLETHGHLIPTGTQSLWVGNSDEDEEQDDKNEEWYRLQEKKMEKDPSRLLLWAAEKNRLTTVRRLLSEKATHVNTRDEDEYTPLHRAAYSGHLDIVQELIAQGADVHAVTVDGWTPLHSACKWNNTRVASFLLQHDADINAQTKGLLTPLHLAAGNRDSKDTLELLLMNRYVKPGLKNNLEETAFDIARRTSIYHYLFEIVEGCTNSSPQS. Result: 0 (no interaction). (2) The miRNA is hsa-miR-7154-3p with sequence AGGAGGACAAGUUGUGGGAU. The protein sequence of the target gene is MLLSVPLLLGLLGLAVAEPAVYFKEQFLDGDGWTSRWIESKHKSDFGKFVLSSGKFYGDEEKDKGLQTSQDARFYALSASFEPFSNKGQTLVVQFTVKHEQNIDCGGGYVKLFPNSLDQTDMHGDSEYNIMFGPDICGPGTKKVHVIFNYKGKNVLINKDIRCKDDEFTHLYTLIVRPDNTYEVKIDNSQVESGSLEDDWDFLPPKKIKDPDASKPEDWDERAKIDDPTDSKPEDWDKPEHIPDPDAKKPEDWDEEMDGEWEPPVIQNPEYKGEWKPRQIDNPDYKGTWIHPEIDNPEYS.... Result: 1 (interaction). (3) Result: 1 (interaction). The miRNA is mmu-miR-290a-5p with sequence ACUCAAACUAUGGGGGCACUUU. The protein sequence of the target gene is MRRFLLLYATQRGQAKAIAEEISEQAVSHGFSADLHCISESEKYDLKTETGPLVMVVSTTGTGDPPDTARKFVKEIHNKTLPTDYFAHLRYGLLGLGDSEYTYFCNGGKVIDKRLQELGAQRFYDTGHADDCVGLELVVEPWIDGLWAALTKHFKSLGGQENMSDTLSRASDAPLSTAMKPELLHIQSQVELLRLEDVGERDSELREQNETNRGQQGRIEDFDSSLVHSVPPLSQSSLSIPAVPPEYLEVHLQESLGQEENQASVPSGDPSFQVPISKAIRLTTNDAVKSTLLLELDISK.... (4) The miRNA is hsa-miR-6504-3p with sequence CAUUACAGCACAGCCAUUCU. The protein sequence of the target gene is MADTATTASAAAASAASASSDAPPFQLGKPRFQQTSFYGRFRHFLDIIDPRTLFVTERRLREAVQLLEDYKHGTLRPGVTNEQLWSAQKIKQAILHPDTNEKIFMPFRMSGYIPFGTPIVVGLLLPNQTLASTVFWQWLNQSHNACVNYANRNATKPSPASKFIQGYLGAVISAVSIAVGLNVLVQKANKFTPATRLLIQRFVPFPAVASANICNVVLMRYGELEEGIDVLDSDGNLVGSSKIAARHALLETALTRVVLPMPILVLPPIVMSMLEKTALLQARPRLLLPVQSLVCLAAFG.... Result: 1 (interaction).